Dataset: Peptide-MHC class I binding affinity with 185,985 pairs from IEDB/IMGT. Task: Regression. Given a peptide amino acid sequence and an MHC pseudo amino acid sequence, predict their binding affinity value. This is MHC class I binding data. (1) The peptide sequence is SQFPTAFEF. The MHC is Mamu-B3901 with pseudo-sequence Mamu-B3901. The binding affinity (normalized) is 0.675. (2) The peptide sequence is GQRKPATSY. The MHC is HLA-B15:01 with pseudo-sequence HLA-B15:01. The binding affinity (normalized) is 0.838. (3) The peptide sequence is VYNVYVKF. The MHC is Mamu-B52 with pseudo-sequence Mamu-B52. The binding affinity (normalized) is 0.330. (4) The peptide sequence is FDPQNGQFI. The MHC is H-2-Kb with pseudo-sequence H-2-Kb. The binding affinity (normalized) is 0.0352.